Dataset: hERG potassium channel inhibition data for cardiac toxicity prediction from Karim et al.. Task: Regression/Classification. Given a drug SMILES string, predict its toxicity properties. Task type varies by dataset: regression for continuous values (e.g., LD50, hERG inhibition percentage) or binary classification for toxic/non-toxic outcomes (e.g., AMES mutagenicity, cardiotoxicity, hepatotoxicity). Dataset: herg_karim. (1) The compound is N#Cc1cnc(C(=O)Nc2ccc(C3CCN(Cc4ccccn4)CC3)cc2C2=CCCCC2)[nH]1. The result is 1 (blocker). (2) The drug is Cc1ncsc1C(=O)N(Cc1cc(=O)[nH]c2c(F)cccc12)c1cccc(Cl)c1. The result is 0 (non-blocker). (3) The drug is N#Cc1c(N2CCC(c3cccc(C(F)(F)F)c3)CC2)ccn(CC2CC2)c1=O. The result is 1 (blocker). (4) The drug is CC(C)N1CCN(C(=O)N2CCC(C(=O)OC(C)(C)C)CC2)CC1. The result is 0 (non-blocker). (5) The compound is C/C(=N\NC(=O)c1cccc(S(=O)(=O)N2CCOCC2)c1)c1cc(Cl)ccc1O. The result is 0 (non-blocker). (6) The result is 0 (non-blocker). The drug is CCOC[C@@H](CC(C)C)NC(=O)[C@@H]1CNC[C@H](C(=O)N(c2cc(OC)c(C(C)C)cn2)C2CC2)[C@@H]1O. (7) The drug is Cn1ccc([C@H]2CC[C@@H](N3CC(NC(=O)CNc4nn(C)c5ccc(C(F)(F)F)cc45)C3)CC2)n1. The result is 1 (blocker). (8) The molecule is COc1ccc2c(c1C)C(=O)N(Cc1ccccc1-c1ccccc1)C2C(=O)NC(C)(C)C. The result is 0 (non-blocker). (9) The molecule is CC(=O)NC(CCN1C2CCC1CC(n1c(C)nc3c1CCN(c1cnccn1)C3)C2)c1cccc(F)c1. The result is 1 (blocker). (10) The molecule is c1ccc(CN2CCC[C@H](c3c(-c4ccccc4)[nH]c4ccccc34)C2)cc1. The result is 1 (blocker).